Dataset: Experimentally validated miRNA-target interactions with 360,000+ pairs, plus equal number of negative samples. Task: Binary Classification. Given a miRNA mature sequence and a target amino acid sequence, predict their likelihood of interaction. (1) The miRNA is hsa-miR-25-3p with sequence CAUUGCACUUGUCUCGGUCUGA. The protein sequence of the target gene is MDPTAPGSSVSSLPLLLVLALGLAILHCVVADGNTTRTPETNGSLCGAPGENCTGTTPRQKVKTHFSRCPKQYKHYCIHGRCRFVVDEQTPSCICEKGYFGARCERVDLFYLQQDRGQILVVCLIVVMVVFIILVIGVCTCCHPLRKHRKKKKEEKMETLDKDKTPISEDIQETNIA. Result: 0 (no interaction). (2) The miRNA is cel-miR-57-5p with sequence UACCCUGUAGAUCGAGCUGUGUGU. The protein sequence of the target gene is MEKKVDENATLMNGVETTGPARDDVPETFREFLYNKKNGTVMGRTGKSWFQIIVFYIIFYAFLAAFWLTCLTIFMKTLDPKVPRFYGKGTIIGVNPGVGYQPWLKERPDSTLIKYNLRDQKSYKAYLEQMKTYLTKYDSNATETRECGAGDSNDDLEKNPDALPCRFDLSVFDKGCSEKSDFGYKSGKPCVIISLNRLIGWRPTDYQENSVPEEVKDRYKAGSIAINCRGATNVDQEHIGKVTYMPSNGIDGRYYPYVFTKGYQQPIAMVKFDTIPRNKLVIVECRAYALNIEHDISSRL.... Result: 0 (no interaction). (3) The miRNA is mmu-miR-466l-3p with sequence UAUAAAUACAUGCACACAUAUU. The protein sequence of the target gene is MALPQGLLTFRDVAIEFSQEEWKCLDPAQRTLYRDVMLENYRNLVSLDISSKCMMKTFFSTGQGNTEAFHTGTLQRQASHHIGDFCFQKIEKDIHGFQFQWKEDETNDHAAPMTEIKELTGSTGQHDQRHAGNKHIKDQLGLSFHSHLPELHIFQPEGKIGNQVEKSINNASSVSTSQRICCRPKTHISNKYGNNSLHSSLLTQKRNVHMREKSFQCIESGKSFNCSSLLKKHQITHLEEKQCKCDVYGKVFNQKRYLACHRRSHIDEKPYKCNECGKIFGHNTSLFLHKALHTADKPYE.... Result: 0 (no interaction). (4) The miRNA is hsa-miR-377-5p with sequence AGAGGUUGCCCUUGGUGAAUUC. The protein sequence of the target gene is MGLSRVRAVFFDLDNTLIDTAGASRRGMLEVIKLLQSKYHYKEEAEIICDKVQVKLSKECFHPYNTCITDLRTSHWEEAIQETKGGAANRKLAEECYFLWKSTRLQHMTLAEDVKAMLTELRKEVRLLLLTNGDRQTQREKIEACACQSYFDAVVVGGEQREEKPAPSIFYYCCNLLGVQPGDCVMVGDTLETDIQGGLNAGLKATVWINKNGIVPLKSSPVPHYMVSSVLELPALLQSIDCKVSMST. Result: 1 (interaction). (5) The miRNA is hsa-miR-4436b-3p with sequence CAGGGCAGGAAGAAGUGGACAA. The protein sequence of the target gene is MGNRGMEELIPLVNKLQDAFSSIGQSCHLDLPQIAVVGGQSAGKSSVLENFVGRDFLPRGSGIVTRRPLILQLIFSKTEHAEFLHCKSKKFTDFDEVRQEIEAETDRVTGTNKGISPVPINLRVYSPHVLNLTLIDLPGITKVPVGDQPPDIEYQIKDMILQFISRESSLILAVTPANMDLANSDALKLAKEVDPQGLRTIGVITKLDLMDEGTDARDVLENKLLPLRRGYIGVVNRSQKDIEGKKDIRAALAAERKFFLSHPAYRHMADRMGTPHLQKTLNQQLTNHIRESLPALRSKL.... Result: 1 (interaction). (6) The miRNA is hsa-miR-340-5p with sequence UUAUAAAGCAAUGAGACUGAUU. The protein sequence of the target gene is MPLKWKTSSPAIWKFPVPVLKTSRSTPLSPAYISLVEEEDQHLKLCLGSEMGLSSHLQSCKAGSTRIFTSNSHSSVVLQGFDQLRLDGLLCDVTLMPGDTDDAYPVHRVMMASASDYFKAMFTGGMKEQELMCIKLHGVSRVGLRKIIDFIYTAKLSLNMDTLQDTLEAASFLQILPVLDFCKVFLISGVTLDNCVEVGRIANTYHLTEVDKYVNSFVLKNFAALLSTGEFLKLPFERLAFVLSSNSLKRCTELDLFKATCRWLRLEEPRMDVAAKLMKNIRFPLMTPQELINYVQTVDF.... Result: 0 (no interaction). (7) Result: 0 (no interaction). The miRNA is hsa-miR-584-3p with sequence UCAGUUCCAGGCCAACCAGGCU. The protein sequence of the target gene is MEEMSGDSVVSSAVPAAATRTTSFKGASPSSKYVKLNVGGALYYTTMQTLTKQDTMLKAMFSGRMEVLTDSEGWILIDRCGKHFGTILNYLRDGGVPLPESRREIEELLAEAKYYLVQGLLEECQAALQNKDTYEPFCKVPVITSSKEEQRLIATSNKPAVKLLYNRSNNKYSYTSNSDDNMLKNIELFDKLSLRFNGRVLFIKDVIGDEICCWSFYGQGRKIAEVCCTSIVYATEKKQTKVEFPEARIYEETLNILLYEAQDGRGPDNALLEATGGAAGRSHHLDEDEERERERIERVR.... (8) The miRNA is mmu-miR-297b-3p with sequence UAUACAUACACACAUACCCAUA. The protein sequence of the target gene is MKTKLSTCNVWSLLLVLLVWDPVRLVLANIQEDEAKNNITIFTRILDRLLDGYDNRLRPGLGDSITEVFTNIYVTSFGPVSDTDMEYTIDVFFRQKWKDERLKFKGPMNILRLNNLMASKIWTPDTFFHNGKKSVAHNMTMPNKLLRIQDDGTLLYTMRLTVQAECPMHLEDFPMDAHSCPLKFGSYAYTTSEVTYIWTYNASDSVQVAPDGSRLNQYDLLGQSIGKETIKSSTGEYTVMTAHFHLKRKIGYFVIQTYLPCIMTVILSQVSFWLNRESVPARTVFGVTTVLTMTTLSISA.... Result: 1 (interaction). (9) The miRNA is hsa-miR-548a-5p with sequence AAAAGUAAUUGCGAGUUUUACC. The protein sequence of the target gene is MTESTQLQTAENNNAGVVKMEPPPPATSSVSVSAAAAAHALSSLSSLTMAATGSALSPATPPPSLNLSHQQQQHQQHYALKWNDFQSSILSSFRHLRDEEDFVDVTLACDERSFTAHKVVLSACSPYFRRLLKANPCEHPIVILRDVRCDDVENLLSFMYNGEVNVSHEQLPDFLKTAHLLQIRGLADVNGGYPYSKALSAALSHNSSNNNNNNSSSNNSLSNNNNNNNNNAESSNHNKISSYLSPNQTSAACNNSSNSNSNNHSSSHNNSSSNNISGSLNSSLNSPFSAPQIPPPVTAS.... Result: 0 (no interaction). (10) The miRNA is hsa-miR-1296-5p with sequence UUAGGGCCCUGGCUCCAUCUCC. The protein sequence of the target gene is MSSLPGCIGLDAATATVESEEIAELQQAVVEELGISMEELRHFIDEELEKMDCVQQRKKQLAELETWVIQKESEVAHVDQLFDDASRAVTNCESLVKDFYSKLGLQYRDSSSEDESSRPTEIIEIPDEDDDVLSIDSGDAGSRTPKDQKLREAMAALRKSAQDVQKFMDAVNKKSSSQDLHKGTLSQMSGELSKDGDLIVSMRILGKKRTKTWHKGTLIAIQTVGPGKKYKVKFDNKGKSLLSGNHIAYDYHPPADKLYVGSRVVAKYKDGNQVWLYAGIVAETPNVKNKLRFLIFFDDG.... Result: 1 (interaction).